From a dataset of NCI-60 drug combinations with 297,098 pairs across 59 cell lines. Regression. Given two drug SMILES strings and cell line genomic features, predict the synergy score measuring deviation from expected non-interaction effect. (1) Drug 1: C1=CC=C(C=C1)NC(=O)CCCCCCC(=O)NO. Drug 2: C(CCl)NC(=O)N(CCCl)N=O. Cell line: MALME-3M. Synergy scores: CSS=7.77, Synergy_ZIP=-5.43, Synergy_Bliss=0.386, Synergy_Loewe=-2.21, Synergy_HSA=1.52. (2) Drug 1: C1=C(C(=O)NC(=O)N1)N(CCCl)CCCl. Drug 2: C1C(C(OC1N2C=NC3=C2NC=NCC3O)CO)O. Cell line: SW-620. Synergy scores: CSS=25.1, Synergy_ZIP=2.18, Synergy_Bliss=0.0392, Synergy_Loewe=-14.2, Synergy_HSA=-1.30. (3) Drug 1: C1C(C(OC1N2C=NC(=NC2=O)N)CO)O. Drug 2: CC12CCC3C(C1CCC2OP(=O)(O)O)CCC4=C3C=CC(=C4)OC(=O)N(CCCl)CCCl.[Na+]. Cell line: OVCAR3. Synergy scores: CSS=-2.89, Synergy_ZIP=9.05, Synergy_Bliss=10.2, Synergy_Loewe=-8.06, Synergy_HSA=-6.08.